Task: Predict the product of the given reaction.. Dataset: Forward reaction prediction with 1.9M reactions from USPTO patents (1976-2016) (1) Given the reactants C(OC(=O)[NH:7][C@@H:8]1[CH2:10][C@H:9]1[C:11]1[CH:16]=[CH:15][C:14]([NH:17][C:18]([C:20]2[CH:25]=[CH:24][C:23]([C:26]3[CH:31]=[CH:30][CH:29]=[CH:28][CH:27]=3)=[CH:22][CH:21]=2)=[O:19])=[CH:13][CH:12]=1)(C)(C)C.[ClH:33].C(OCC)(=O)C, predict the reaction product. The product is: [ClH:33].[NH2:7][C@@H:8]1[CH2:10][C@H:9]1[C:11]1[CH:12]=[CH:13][C:14]([NH:17][C:18]([C:20]2[CH:25]=[CH:24][C:23]([C:26]3[CH:31]=[CH:30][CH:29]=[CH:28][CH:27]=3)=[CH:22][CH:21]=2)=[O:19])=[CH:15][CH:16]=1. (2) Given the reactants [CH2:1]([O:3][C:4]([C:6]1[NH:10][N:9]=[C:8]([C:11]2[N:12]=[CH:13][C:14]([F:25])=[C:15]3[C:19]([C:20](=[O:24])[C:21](O)=[O:22])=[CH:18][NH:17][C:16]=23)[CH:7]=1)=[O:5])[CH3:2].CN(C(ON1N=NC2C=CC=CC1=2)=[N+](C)C)C.[B-](F)(F)(F)F.C(N(C(C)C)CC)(C)C.[C:57]1([C:63]2[C:67]([N:68]3[CH2:73][CH2:72][NH:71][CH2:70][CH2:69]3)=[CH:66][NH:65][N:64]=2)[CH:62]=[CH:61][CH:60]=[CH:59][CH:58]=1, predict the reaction product. The product is: [F:25][C:14]1[CH:13]=[N:12][C:11]([C:8]2[CH:7]=[C:6]([C:4]([O:3][CH2:1][CH3:2])=[O:5])[NH:10][N:9]=2)=[C:16]2[NH:17][CH:18]=[C:19]([C:20](=[O:24])[C:21](=[O:22])[N:71]3[CH2:72][CH2:73][N:68]([C:67]4[C:63]([C:57]5[CH:62]=[CH:61][CH:60]=[CH:59][CH:58]=5)=[N:64][NH:65][CH:66]=4)[CH2:69][CH2:70]3)[C:15]=12. (3) The product is: [CH3:58][CH:57]([NH:60][C:61](=[O:62])[O:27][C:26]1[C:25]2[CH:24]=[CH:23][CH:22]=[CH:21][C:20]=2[N:19]=[C:18]2[O:28][C@H:29]3[CH2:35][N:32]([C:33](=[O:34])[C@H:6]([CH:1]4[CH2:5][CH2:4][CH2:3][CH2:2]4)[NH:7][C:8](=[O:56])[O:9][C@@H:10]4[CH2:55][CH2:54][CH2:53][C@H:11]4[CH2:12][CH2:13][CH:14]=[CH:15][CH2:16][C:17]=12)[C@H:31]([C:36](=[O:37])[NH:38][C@:39]1([C:44](=[O:52])[NH:45][S:46]([CH:49]2[CH2:50][CH2:51]2)(=[O:47])=[O:48])[CH2:41][C@H:40]1[CH:42]=[CH2:43])[CH2:30]3)[CH3:59]. Given the reactants [CH:1]1([C@H:6]2[C:33](=[O:34])[N:32]3[CH2:35][C@@H:29]([CH2:30][C@H:31]3[C:36]([NH:38][C@:39]3([C:44](=[O:52])[NH:45][S:46]([CH:49]4[CH2:51][CH2:50]4)(=[O:48])=[O:47])[CH2:41][C@H:40]3[CH:42]=[CH2:43])=[O:37])[O:28][C:18]3=[N:19][C:20]4[CH:21]=[CH:22][CH:23]=[CH:24][C:25]=4[C:26]([OH:27])=[C:17]3[CH2:16][CH:15]=[CH:14][CH2:13][CH2:12][C@@H:11]3[CH2:53][CH2:54][CH2:55][C@H:10]3[O:9][C:8](=[O:56])[NH:7]2)[CH2:5][CH2:4][CH2:3][CH2:2]1.[CH:57]([N:60]=[C:61]=[O:62])([CH3:59])[CH3:58], predict the reaction product. (4) Given the reactants [F:1][C:2]1[CH:7]=[CH:6][CH:5]=[C:4]([F:8])[C:3]=1[N:9]1[C:14]2[N:15]=[C:16]([NH:27][CH2:28][C:29](O)=[O:30])[N:17]=[C:18]([C:19]3[CH:24]=[CH:23][C:22]([F:25])=[CH:21][C:20]=3[CH3:26])[C:13]=2[CH:12]=[CH:11][C:10]1=[O:32].Cl.[NH:34]1[CH2:37][CH:36]([OH:38])[CH2:35]1.CN1CCOCC1, predict the reaction product. The product is: [F:8][C:4]1[CH:5]=[CH:6][CH:7]=[C:2]([F:1])[C:3]=1[N:9]1[C:14]2[N:15]=[C:16]([NH:27][CH2:28][C:29]([N:34]3[CH2:37][CH:36]([OH:38])[CH2:35]3)=[O:30])[N:17]=[C:18]([C:19]3[CH:24]=[CH:23][C:22]([F:25])=[CH:21][C:20]=3[CH3:26])[C:13]=2[CH:12]=[CH:11][C:10]1=[O:32].